From a dataset of Forward reaction prediction with 1.9M reactions from USPTO patents (1976-2016). Predict the product of the given reaction. (1) Given the reactants [Cl:1][C:2]1[CH:7]=[C:6]([Cl:8])[CH:5]=[CH:4][C:3]=1[S:9]([NH:12][C:13]1[C:21]([O:22][C:23]2[CH:28]=[CH:27][C:26]([CH2:29][C:30]([O:32]C)=[O:31])=[CH:25][C:24]=2[O:34][CH3:35])=[CH:20][CH:19]=[C:18]2[C:14]=1[CH:15]=[N:16][N:17]2COCC[Si](C)(C)C)(=[O:11])=[O:10].Cl, predict the reaction product. The product is: [Cl:1][C:2]1[CH:7]=[C:6]([Cl:8])[CH:5]=[CH:4][C:3]=1[S:9]([NH:12][C:13]1[C:21]([O:22][C:23]2[CH:28]=[CH:27][C:26]([CH2:29][C:30]([OH:32])=[O:31])=[CH:25][C:24]=2[O:34][CH3:35])=[CH:20][CH:19]=[C:18]2[C:14]=1[CH:15]=[N:16][NH:17]2)(=[O:10])=[O:11]. (2) Given the reactants Cl[C:2]1[N:10]=[C:9]([Cl:11])[C:8]([F:12])=[CH:7][C:3]=1[C:4]([OH:6])=[O:5].[F:13][C:14]1[CH:20]=[CH:19][C:17]([NH2:18])=[CH:16][CH:15]=1.C[Si]([N-][Si](C)(C)C)(C)C.[Li+], predict the reaction product. The product is: [Cl:11][C:9]1[C:8]([F:12])=[CH:7][C:3]([C:4]([OH:6])=[O:5])=[C:2]([NH:18][C:17]2[CH:19]=[CH:20][C:14]([F:13])=[CH:15][CH:16]=2)[N:10]=1.